From a dataset of Forward reaction prediction with 1.9M reactions from USPTO patents (1976-2016). Predict the product of the given reaction. (1) Given the reactants C([O:3][C:4](=[O:18])[CH2:5][CH2:6][C:7]([NH:9][C:10]1[CH:15]=[CH:14][CH:13]=[C:12]([CH3:16])[C:11]=1[CH3:17])=O)C.C1(P(C2C=CC=CC=2)C2C=CC=CC=2)C=CC=CC=1.C[Si]([N:42]=[N+:43]=[N-:44])(C)C.CC(OC(/N=N/C(OC(C)C)=O)=O)C, predict the reaction product. The product is: [CH3:17][C:11]1[C:12]([CH3:16])=[CH:13][CH:14]=[CH:15][C:10]=1[N:9]1[C:7]([CH2:6][CH2:5][C:4]([OH:3])=[O:18])=[N:44][N:43]=[N:42]1. (2) Given the reactants [Cl:1][C:2]1[CH:20]=[CH:19][CH:18]=[CH:17][C:3]=1[CH2:4][NH:5][C:6]1[N:7]=[CH:8][C:9]2[C:15](Cl)=[N:14][CH:13]=[CH:12][C:10]=2[N:11]=1.[CH2:21]([O:23][C:24]([CH:26]1[CH2:31][CH2:30][NH:29][CH2:28][CH2:27]1)=[O:25])[CH3:22].N.O, predict the reaction product. The product is: [CH2:21]([O:23][C:24]([CH:26]1[CH2:31][CH2:30][N:29]([C:15]2[C:9]3[CH:8]=[N:7][C:6]([NH:5][CH2:4][C:3]4[CH:17]=[CH:18][CH:19]=[CH:20][C:2]=4[Cl:1])=[N:11][C:10]=3[CH:12]=[CH:13][N:14]=2)[CH2:28][CH2:27]1)=[O:25])[CH3:22]. (3) Given the reactants [CH3:1][C:2]1[O:3][CH:4]=[C:5]([C:7]2[CH:15]=[CH:14][C:10]([C:11]([OH:13])=O)=[CH:9][CH:8]=2)[N:6]=1.[C:16]([O:20][C:21]([N:23]1[CH2:28][CH2:27][CH:26]([NH:29][CH:30]2[CH2:32][CH2:31]2)[CH2:25][CH2:24]1)=[O:22])([CH3:19])([CH3:18])[CH3:17], predict the reaction product. The product is: [C:16]([O:20][C:21]([N:23]1[CH2:28][CH2:27][CH:26]([N:29]([CH:30]2[CH2:31][CH2:32]2)[C:11](=[O:13])[C:10]2[CH:9]=[CH:8][C:7]([C:5]3[N:6]=[C:2]([CH3:1])[O:3][CH:4]=3)=[CH:15][CH:14]=2)[CH2:25][CH2:24]1)=[O:22])([CH3:19])([CH3:17])[CH3:18].